This data is from Forward reaction prediction with 1.9M reactions from USPTO patents (1976-2016). The task is: Predict the product of the given reaction. (1) Given the reactants N1C2C(=CC=CC=2)C(C2CCC(=O)CC2)=C1.O1[C:21]2([CH2:26][CH2:25][CH:24]([C:27]3[C:35]4[C:30](=[CH:31][CH:32]=[CH:33][C:34]=4[F:36])[NH:29][CH:28]=3)[CH2:23][CH2:22]2)[O:20]CC1, predict the reaction product. The product is: [F:36][C:34]1[CH:33]=[CH:32][CH:31]=[C:30]2[C:35]=1[C:27]([CH:24]1[CH2:23][CH2:22][C:21](=[O:20])[CH2:26][CH2:25]1)=[CH:28][NH:29]2. (2) The product is: [CH:31]1[CH:32]=[C:17]2[C:21]([CH2:27][C@@:4]([OH:48])([C:5]([OH:7])=[O:6])[CH2:3][C@H:2]([NH2:1])[C:8]([OH:10])=[O:9])=[CH:22][NH:11][C:12]2=[CH:13][CH:14]=1. Given the reactants [NH2:1][C@H:2]([C:8]([O-:10])=[O:9])[CH2:3][CH2:4][C:5]([O-:7])=[O:6].[NH2:11][C@H:12]([C:17]([O-])=O)[CH2:13][C:14]([O-])=O.N[C@H:21]([C:27](O)=O)[CH2:22]CCCN.N[C@H:31](C(O)=O)[CH2:32]CSC.N[C@H](C(O)=O)CC1C=CC([OH:48])=CC=1.N[C@H](C(O)=O)CC(C)C.N[C@H](C(O)=O)C.N[C@H](C(O)=O)CC1C=CC=CC=1.N[C@H](C(O)=O)CC1C2C(=CC=CC=2)NC=1, predict the reaction product. (3) Given the reactants [N:1]1([CH2:6][C:7]2[CH:12]=[CH:11][C:10]([CH2:13][CH2:14][NH2:15])=[CH:9][CH:8]=2)[CH2:5][CH2:4][CH2:3][CH2:2]1.[Cl:16][C:17]1[CH:18]=[C:19]([CH:23]=[CH:24][C:25]=1[CH:26]1[CH2:31][CH2:30][CH2:29][CH2:28][CH2:27]1)[C:20](O)=[O:21], predict the reaction product. The product is: [Cl:16][C:17]1[CH:18]=[C:19]([CH:23]=[CH:24][C:25]=1[CH:26]1[CH2:27][CH2:28][CH2:29][CH2:30][CH2:31]1)[C:20]([NH:15][CH2:14][CH2:13][C:10]1[CH:11]=[CH:12][C:7]([CH2:6][N:1]2[CH2:5][CH2:4][CH2:3][CH2:2]2)=[CH:8][CH:9]=1)=[O:21]. (4) Given the reactants Br[C:2]1[CH:7]=[CH:6][C:5]([S:8]([NH:11][CH:12]2[CH2:15][CH2:14][CH2:13]2)(=[O:10])=[O:9])=[C:4]([F:16])[CH:3]=1.[C:17]([C:19]1[N:23]([CH3:24])[C:22](B(O)O)=[CH:21][CH:20]=1)#[N:18].[F-].[K+].C(P(C(C)(C)C)C(C)(C)C)(C)(C)C, predict the reaction product. The product is: [C:17]([C:19]1[N:23]([CH3:24])[C:22]([C:2]2[CH:7]=[CH:6][C:5]([S:8]([NH:11][CH:12]3[CH2:15][CH2:14][CH2:13]3)(=[O:10])=[O:9])=[C:4]([F:16])[CH:3]=2)=[CH:21][CH:20]=1)#[N:18].